This data is from Catalyst prediction with 721,799 reactions and 888 catalyst types from USPTO. The task is: Predict which catalyst facilitates the given reaction. (1) Reactant: [O:1]=[C:2]1[NH:7][CH:6]=[CH:5][N:4]([S:8]([C:11]2[CH:17]=[CH:16][C:14]([CH3:15])=[CH:13][CH:12]=2)(=[O:10])=[O:9])[C@@H:3]1[CH2:18][C:19]([OH:21])=O.[NH2:22][C@@H:23]1[CH2:32][CH2:31][CH2:30][C:29]2[CH:28]=[C:27]([CH2:33]O)[CH:26]=[CH:25][C:24]1=2.C1C=C[C:38]2N(O)N=[N:41][C:39]=2[CH:40]=1.CCN=C=NCCCN(C)C. Product: [CH:39]1([NH:41][CH2:33][C:27]2[CH:28]=[C:29]3[C:24](=[CH:25][CH:26]=2)[C@H:23]([NH:22][C:19](=[O:21])[CH2:18][C@@H:3]2[C:2](=[O:1])[NH:7][CH:6]=[CH:5][N:4]2[S:8]([C:11]2[CH:17]=[CH:16][C:14]([CH3:15])=[CH:13][CH:12]=2)(=[O:10])=[O:9])[CH2:32][CH2:31][CH2:30]3)[CH2:40][CH2:38]1. The catalyst class is: 31. (2) Reactant: CO[C:3](=[O:15])[CH2:4][CH2:5][C:6]1[CH:7]=[C:8]2[CH:14]=[CH:13][NH:12][C:9]2=[N:10][CH:11]=1.[OH-].[Li+].Cl. Product: [CH2:9]([N:10]([CH2:11][CH3:6])[C:3](=[O:15])[CH2:4][CH2:5][C:6]1[CH:7]=[C:8]2[CH:14]=[CH:13][NH:12][C:9]2=[N:10][CH:11]=1)[CH3:8]. The catalyst class is: 7. (3) Reactant: [Br:1][C:2]1[C:3]2[CH2:13][S:12][CH2:11][C:4]=2[S:5][C:6]=1[C:7]([O:9]C)=[O:8].O.[Li+].[OH-]. Product: [Br:1][C:2]1[C:3]2[CH2:13][S:12][CH2:11][C:4]=2[S:5][C:6]=1[C:7]([OH:9])=[O:8]. The catalyst class is: 7. (4) Reactant: [OH-].[Na+:2].[Br:3][C:4]1[CH:5]=[C:6]2[C:12]3([CH2:17][CH2:16][S:15][CH2:14][CH2:13]3)[C:11](=[O:18])[N:10]([CH2:19][C:20]([O:22]CC)=[O:21])[C:7]2=[CH:8][CH:9]=1.O. Product: [Br:3][C:4]1[CH:5]=[C:6]2[C:12]3([CH2:17][CH2:16][S:15][CH2:14][CH2:13]3)[C:11](=[O:18])[N:10]([CH2:19][C:20]([O-:22])=[O:21])[C:7]2=[CH:8][CH:9]=1.[Na+:2]. The catalyst class is: 14. (5) Reactant: [F:1][C:2]1[CH:7]=[C:6]([F:8])[CH:5]=[CH:4][C:3]=1[C:9]1[CH:14]=[C:13]([N:15]2[C:19]3[CH:20]=[CH:21][C:22]([C:24]4[N:25]=[N:26][N:27]([CH:29]5[CH2:34][CH2:33][N:32]([CH3:35])[CH2:31][CH2:30]5)[CH:28]=4)=[CH:23][C:18]=3[N:17]=[CH:16]2)[CH:12]=[C:11]([NH:36]C(=O)C)[CH:10]=1. Product: [F:1][C:2]1[CH:7]=[C:6]([F:8])[CH:5]=[CH:4][C:3]=1[C:9]1[CH:14]=[C:13]([N:15]2[C:19]3[CH:20]=[CH:21][C:22]([C:24]4[N:25]=[N:26][N:27]([CH:29]5[CH2:30][CH2:31][N:32]([CH3:35])[CH2:33][CH2:34]5)[CH:28]=4)=[CH:23][C:18]=3[N:17]=[CH:16]2)[CH:12]=[C:11]([NH2:36])[CH:10]=1. The catalyst class is: 33. (6) Reactant: [Br:1][C:2]1[CH:7]=[CH:6][C:5]([NH:8][C:9]2[C:17]([C:18]([OH:20])=O)=[C:16]3[N:12]([CH2:13][CH2:14][CH2:15]3)[C:11](=[O:21])[C:10]=2[CH3:22])=[C:4]([F:23])[CH:3]=1.C[N:25](C(ON1N=NC2C=CC=CC1=2)=[N+](C)C)C.[B-](F)(F)(F)F.[Cl-].[NH4+]. Product: [Br:1][C:2]1[CH:7]=[CH:6][C:5]([NH:8][C:9]2[C:17]([C:18]([NH2:25])=[O:20])=[C:16]3[N:12]([CH2:13][CH2:14][CH2:15]3)[C:11](=[O:21])[C:10]=2[CH3:22])=[C:4]([F:23])[CH:3]=1. The catalyst class is: 1. (7) Reactant: [CH2:1]([O:8][C:9](=[O:24])[C@@H:10]([NH:16]C(OC(C)(C)C)=O)[CH2:11][O:12][CH:13]([F:15])[F:14])[C:2]1[CH:7]=[CH:6][CH:5]=[CH:4][CH:3]=1.[ClH:25].CCOCC. Product: [ClH:25].[CH2:1]([O:8][C:9](=[O:24])[C@@H:10]([NH2:16])[CH2:11][O:12][CH:13]([F:15])[F:14])[C:2]1[CH:7]=[CH:6][CH:5]=[CH:4][CH:3]=1. The catalyst class is: 28. (8) Reactant: [C:1]([C:3]1[CH:8]=[CH:7][C:6]([C:9]2[N:13]3[CH:14]=[C:15]([C:18]4[CH:26]=[CH:25][C:21]([C:22]([OH:24])=O)=[CH:20][CH:19]=4)[CH:16]=[CH:17][C:12]3=[N:11][CH:10]=2)=[CH:5][CH:4]=1)#[N:2].CN(C(ON1N=NC2C=CC=NC1=2)=[N+](C)C)C.F[P-](F)(F)(F)(F)F.CN1CCOCC1.[CH3:58][N:59]1[CH2:64][CH2:63][NH:62][CH2:61][C:60]1=[O:65]. Product: [CH3:58][N:59]1[CH2:64][CH2:63][N:62]([C:22]([C:21]2[CH:20]=[CH:19][C:18]([C:15]3[CH:16]=[CH:17][C:12]4[N:13]([C:9]([C:6]5[CH:5]=[CH:4][C:3]([C:1]#[N:2])=[CH:8][CH:7]=5)=[CH:10][N:11]=4)[CH:14]=3)=[CH:26][CH:25]=2)=[O:24])[CH2:61][C:60]1=[O:65]. The catalyst class is: 18. (9) The catalyst class is: 37. Product: [Cl:18][C:5]1[N:4]=[N:3][C:2]([NH:19][C:20]2[CH:30]=[CH:29][C:23]([C:24]([N:26]([CH3:28])[CH3:27])=[O:25])=[CH:22][CH:21]=2)=[N:7][C:6]=1[NH:8][CH2:9][C:10]1[CH:15]=[CH:14][CH:13]=[C:12]([F:16])[C:11]=1[F:17]. Reactant: Cl[C:2]1[N:3]=[N:4][C:5]([Cl:18])=[C:6]([NH:8][CH2:9][C:10]2[CH:15]=[CH:14][CH:13]=[C:12]([F:16])[C:11]=2[F:17])[N:7]=1.[NH2:19][C:20]1[CH:30]=[CH:29][C:23]([C:24]([N:26]([CH3:28])[CH3:27])=[O:25])=[CH:22][CH:21]=1.CC1C=CC(S(O)(=O)=O)=CC=1. (10) Reactant: [K+].[N:2]1[CH:7]=[CH:6][C:5]([NH:8][C:9]2[C:17]3[C:12](=[CH:13][CH:14]=[CH:15][CH:16]=3)[NH:11][C:10]=2[C:18]([O-:20])=[O:19])=[CH:4][CH:3]=1.Cl[CH2:22][N:23]1[CH2:28][CH2:27][CH2:26][CH2:25][C:24]1=[O:29]. Product: [O:29]=[C:24]1[CH2:25][CH2:26][CH2:27][CH2:28][N:23]1[CH2:22][O:19][C:18]([C:10]1[NH:11][C:12]2[C:17]([C:9]=1[NH:8][C:5]1[CH:6]=[CH:7][N:2]=[CH:3][CH:4]=1)=[CH:16][CH:15]=[CH:14][CH:13]=2)=[O:20]. The catalyst class is: 1.